This data is from Catalyst prediction with 721,799 reactions and 888 catalyst types from USPTO. The task is: Predict which catalyst facilitates the given reaction. (1) Reactant: [Cl:1][C:2]1[CH:11]=[CH:10][CH:9]=[C:8]2[C:3]=1[CH2:4][C:5]([CH2:14][N:15](C)[C@@H:16]([CH2:20][CH:21]([CH3:23])[CH3:22])[C:17]([OH:19])=O)=[C:6]([CH:12]=[O:13])[O:7]2.[NH2:25][C:26]1[S:27][CH:28]=[CH:29][N:30]=1.ON1C2C=CC=CC=2N=N1. Product: [S:27]1[CH:28]=[CH:29][N:30]=[C:26]1[NH:25][C:17](=[O:19])[C@@H:16]([N:15]1[CH2:14][C:5]2[CH2:4][C:3]3[C:2]([Cl:1])=[CH:11][CH:10]=[CH:9][C:8]=3[O:7][C:6]=2[C:12]1=[O:13])[CH2:20][CH:21]([CH3:22])[CH3:23]. The catalyst class is: 34. (2) Product: [C:21]([C:20]1[CH:23]=[CH:24][C:17]([C:9]2[CH:10]=[C:11]3[N:16]([CH2:26][CH:27]4[C@@H:28]5[C@H:32]4[CH2:31][N:30]([C:33]([O:35][C:36]([CH3:37])([CH3:39])[CH3:38])=[O:34])[CH2:29]5)[N:15]=[CH:14][C:12]3=[N:13][C:8]=2[C:5]2[CH:4]=[CH:3][C:2]([CH3:1])=[CH:7][CH:6]=2)=[CH:18][CH:19]=1)#[N:22]. The catalyst class is: 384. Reactant: [CH3:1][C:2]1[CH:7]=[CH:6][C:5]([C:8]2[N:13]=[C:12]3[CH:14]=[N:15][NH:16][C:11]3=[CH:10][C:9]=2[C:17]2[CH:24]=[CH:23][C:20]([C:21]#[N:22])=[CH:19][CH:18]=2)=[CH:4][CH:3]=1.Cl[CH2:26][CH:27]1[C@@H:32]2[C@H:28]1[CH2:29][N:30]([C:33]([O:35][C:36]([CH3:39])([CH3:38])[CH3:37])=[O:34])[CH2:31]2.C([O-])([O-])=O.[K+].[K+]. (3) Reactant: [F:1][C:2]1[CH:31]=[CH:30][C:5]([C:6]([NH:8][C:9]2[C:10]([CH3:29])=[C:11]([CH3:28])[C:12]3[O:16][C:15]([CH3:18])([CH3:17])[CH:14]([C:19]4[CH:24]=[CH:23][C:22]([F:25])=[CH:21][CH:20]=4)[C:13]=3[C:26]=2[CH3:27])=O)=[CH:4][CH:3]=1. Product: [F:1][C:2]1[CH:3]=[CH:4][C:5]([CH2:6][NH:8][C:9]2[C:10]([CH3:29])=[C:11]([CH3:28])[C:12]3[O:16][C:15]([CH3:18])([CH3:17])[CH:14]([C:19]4[CH:24]=[CH:23][C:22]([F:25])=[CH:21][CH:20]=4)[C:13]=3[C:26]=2[CH3:27])=[CH:30][CH:31]=1. The catalyst class is: 8. (4) Reactant: C([O:5][C:6](=[O:33])[C:7]1[CH:12]=[CH:11][C:10]([N:13]([C:20]2[CH:25]=[CH:24][C:23]([O:26][CH:27]([F:29])[F:28])=[C:22]([O:30][CH2:31][CH3:32])[N:21]=2)[CH2:14][C:15]2[S:19][CH:18]=[N:17][CH:16]=2)=[CH:9][CH:8]=1)(C)(C)C. Product: [F:29][CH:27]([F:28])[O:26][C:23]1[CH:24]=[CH:25][C:20]([N:13]([CH2:14][C:15]2[S:19][CH:18]=[N:17][CH:16]=2)[C:10]2[CH:11]=[CH:12][C:7]([C:6]([OH:33])=[O:5])=[CH:8][CH:9]=2)=[N:21][C:22]=1[O:30][CH2:31][CH3:32]. The catalyst class is: 631. (5) Reactant: O[C:2]([CH2:4][CH2:5][CH2:6][CH2:7][C@H:8]1[C@@H:16]2[C@@H:11]([NH:12][C:13]([NH:15]2)=[O:14])[CH2:10][S:9]1)=[O:3].CCN(CC)CC.CN(C(ON1N=NC2C=CC=NC1=2)=[N+](C)C)C.F[P-](F)(F)(F)(F)F.[NH2:48][CH2:49][CH2:50][CH2:51][CH2:52][CH2:53][C:54]([O:56][C:57]1[CH:58]=[C:59]2[C:63](=[CH:64][CH:65]=1)[NH:62][CH:61]=[C:60]2[CH2:66][CH2:67][NH:68][C:69]1[N:77]=[C:76]([C:78]2[C:79]3[CH:86]=[CH:85][CH:84]=[CH:83][C:80]=3[S:81][CH:82]=2)[N:75]=[C:74]2[C:70]=1[N:71]=[CH:72][N:73]2[CH:87]([CH3:89])[CH3:88])=[O:55]. Product: [O:14]=[C:13]1[NH:12][C@H:11]2[CH2:10][S:9][C@@H:8]([CH2:7][CH2:6][CH2:5][CH2:4][C:2]([NH:48][CH2:49][CH2:50][CH2:51][CH2:52][CH2:53][C:54]([O:56][C:57]3[CH:58]=[C:59]4[C:63](=[CH:64][CH:65]=3)[NH:62][CH:61]=[C:60]4[CH2:66][CH2:67][NH:68][C:69]3[N:77]=[C:76]([C:78]4[C:79]5[CH:86]=[CH:85][CH:84]=[CH:83][C:80]=5[S:81][CH:82]=4)[N:75]=[C:74]4[C:70]=3[N:71]=[CH:72][N:73]4[CH:87]([CH3:89])[CH3:88])=[O:55])=[O:3])[C@H:16]2[NH:15]1. The catalyst class is: 3. (6) Reactant: Cl[C:2]1[N:7]=[C:6]([NH:8][CH3:9])[N:5]=[C:4]([N:10]2[C@H:15]([C:16]([F:19])([F:18])[F:17])[CH2:14][CH2:13][C@H:12]([C:20]([NH:22][CH:23]3[CH2:28][CH2:27][CH2:26][CH2:25][CH2:24]3)=[O:21])[CH2:11]2)[CH:3]=1.[C:29]([C:31]1[CH:36]=[CH:35][C:34](B(O)O)=[CH:33][C:32]=1[F:40])#[N:30].C([O-])(O)=O.[Na+]. Product: [C:29]([C:31]1[CH:36]=[CH:35][C:34]([C:2]2[N:7]=[C:6]([NH:8][CH3:9])[N:5]=[C:4]([N:10]3[C@H:15]([C:16]([F:19])([F:18])[F:17])[CH2:14][CH2:13][C@H:12]([C:20]([NH:22][CH:23]4[CH2:24][CH2:25][CH2:26][CH2:27][CH2:28]4)=[O:21])[CH2:11]3)[CH:3]=2)=[CH:33][C:32]=1[F:40])#[N:30]. The catalyst class is: 203. (7) Reactant: [F:1][C:2]([F:16])([C:8]1[CH:13]=[CH:12][CH:11]=[C:10]([CH:14]=O)[CH:9]=1)[C:3]([O:5][CH2:6][CH3:7])=[O:4].[NH:17]1[CH2:22][CH2:21][O:20][CH2:19][CH2:18]1.C(O)(=O)C.C([BH3-])#N.[Na+]. Product: [F:1][C:2]([F:16])([C:8]1[CH:13]=[CH:12][CH:11]=[C:10]([CH2:14][N:17]2[CH2:22][CH2:21][O:20][CH2:19][CH2:18]2)[CH:9]=1)[C:3]([O:5][CH2:6][CH3:7])=[O:4]. The catalyst class is: 8.